This data is from Forward reaction prediction with 1.9M reactions from USPTO patents (1976-2016). The task is: Predict the product of the given reaction. (1) Given the reactants [O:1]=[C:2]1[NH:7][C:6]2[N:8]=[CH:9][CH:10]=[CH:11][C:5]=2[C:4]2([CH2:19][C:18]3[C:13](=[CH:14][CH:15]=[C:16]([C:20]([OH:22])=O)[CH:17]=3)[CH2:12]2)[O:3]1.Cl.[NH2:24][C@H:25]1[CH2:30][C@@H:29]([C:31]2[CH:36]=[CH:35][CH:34]=[CH:33][CH:32]=2)[C@@H:28]([CH3:37])[N:27]([CH2:38][C:39]([F:42])([F:41])[F:40])[C:26]1=[O:43].Cl.C(N=C=NCCCN(C)C)C.C1C=CC2N(O)N=NC=2C=1.C(N(CC)C(C)C)(C)C, predict the reaction product. The product is: [CH3:37][C@H:28]1[N:27]([CH2:38][C:39]([F:42])([F:40])[F:41])[C:26](=[O:43])[C@@H:25]([NH:24][C:20]([C:16]2[CH:17]=[C:18]3[C:13](=[CH:14][CH:15]=2)[CH2:12][C:4]2([O:3][C:2](=[O:1])[NH:7][C:6]4[N:8]=[CH:9][CH:10]=[CH:11][C:5]2=4)[CH2:19]3)=[O:22])[CH2:30][C@H:29]1[C:31]1[CH:36]=[CH:35][CH:34]=[CH:33][CH:32]=1. (2) Given the reactants [C:1]([O:5][C:6](=[O:14])[NH:7][C@H:8]1[CH2:12][CH2:11][NH:10][C:9]1=[O:13])([CH3:4])([CH3:3])[CH3:2].Br[CH2:16][C:17]1[CH:26]=[C:25]2[C:20]([CH:21]=[CH:22][C:23]([Cl:27])=[N:24]2)=[CH:19][CH:18]=1, predict the reaction product. The product is: [C:1]([O:5][C:6](=[O:14])[NH:7][C@H:8]1[CH2:12][CH2:11][N:10]([CH2:16][C:17]2[CH:26]=[C:25]3[C:20]([CH:21]=[CH:22][C:23]([Cl:27])=[N:24]3)=[CH:19][CH:18]=2)[C:9]1=[O:13])([CH3:4])([CH3:2])[CH3:3].